Dataset: Full USPTO retrosynthesis dataset with 1.9M reactions from patents (1976-2016). Task: Predict the reactants needed to synthesize the given product. (1) Given the product [CH3:35][N:34]([CH3:36])[C:32]1[N:31]=[CH:30][N:29]=[C:28]([NH:27][C:24]2[CH:25]=[CH:26][C:21]([C:20]([NH:13][C:11]3[S:10][N:9]=[C:8]([C:5]4[CH:6]=[CH:7][C:2]([F:1])=[C:3]([C:14]([F:15])([F:16])[F:17])[CH:4]=4)[N:12]=3)=[O:19])=[CH:22][CH:23]=2)[CH:33]=1, predict the reactants needed to synthesize it. The reactants are: [F:1][C:2]1[CH:7]=[CH:6][C:5]([C:8]2[N:12]=[C:11]([NH2:13])[S:10][N:9]=2)=[CH:4][C:3]=1[C:14]([F:17])([F:16])[F:15].C[O:19][C:20](=O)[C:21]1[CH:26]=[CH:25][C:24]([NH:27][C:28]2[CH:33]=[C:32]([N:34]([CH3:36])[CH3:35])[N:31]=[CH:30][N:29]=2)=[CH:23][CH:22]=1. (2) Given the product [Cl:45][C:46]1[CH:51]=[CH:50][C:49]([CH:52]([C:54]2[CH:55]=[CH:56][CH:57]=[CH:58][CH:59]=2)[NH:53][C:41](=[O:43])[CH2:40][C:37]2[CH:36]=[CH:35][C:34]([O:33][CH2:32][CH2:31][C:29]3[CH:28]=[N:27][CH:26]=[N:25][CH:30]=3)=[CH:39][CH:38]=2)=[C:48]([CH3:60])[CH:47]=1, predict the reactants needed to synthesize it. The reactants are: CN(C(ON1N=NC2C=CC=NC1=2)=[N+](C)C)C.F[P-](F)(F)(F)(F)F.[N:25]1[CH:30]=[C:29]([CH2:31][CH2:32][O:33][C:34]2[CH:39]=[CH:38][C:37]([CH2:40][C:41]([OH:43])=O)=[CH:36][CH:35]=2)[CH:28]=[N:27][CH:26]=1.Cl.[Cl:45][C:46]1[CH:51]=[CH:50][C:49]([CH:52]([C:54]2[CH:59]=[CH:58][CH:57]=[CH:56][CH:55]=2)[NH2:53])=[C:48]([CH3:60])[CH:47]=1.O. (3) Given the product [CH:21]1([N:16]2[CH2:15][C:14]3([CH2:24][CH2:25][N:11]([S:8]([C:5]4[CH:6]=[CH:7][C:2]([B:29]5[O:30][C:31]([CH3:33])([CH3:32])[C:27]([CH3:43])([CH3:26])[O:28]5)=[CH:3][CH:4]=4)(=[O:10])=[O:9])[CH2:12][CH2:13]3)[O:19][CH2:18][C:17]2=[O:20])[CH2:23][CH2:22]1, predict the reactants needed to synthesize it. The reactants are: Br[C:2]1[CH:7]=[CH:6][C:5]([S:8]([N:11]2[CH2:25][CH2:24][C:14]3([O:19][CH2:18][C:17](=[O:20])[N:16]([CH:21]4[CH2:23][CH2:22]4)[CH2:15]3)[CH2:13][CH2:12]2)(=[O:10])=[O:9])=[CH:4][CH:3]=1.[CH3:26][C:27]1([CH3:43])[C:31]([CH3:33])([CH3:32])[O:30][B:29]([B:29]2[O:30][C:31]([CH3:33])([CH3:32])[C:27]([CH3:43])([CH3:26])[O:28]2)[O:28]1.C([O-])(=O)C.[K+].